Dataset: Forward reaction prediction with 1.9M reactions from USPTO patents (1976-2016). Task: Predict the product of the given reaction. Given the reactants [CH:1]1([N:7]2[CH2:13][C:12]([F:15])([F:14])[C:11](=[O:16])[N:10]([CH3:17])[C:9]3[CH:18]=[N:19][C:20]([NH:22][C:23]4[CH:31]=[CH:30][C:26]([C:27]([OH:29])=O)=[CH:25][C:24]=4[O:32][CH3:33])=[N:21][C:8]2=3)[CH2:6][CH2:5][CH2:4][CH2:3][CH2:2]1.CN(C(ON1N=NC2C=CC=NC1=2)=[N+](C)C)C.F[P-](F)(F)(F)(F)F.[CH3:58][N:59]([CH3:61])[NH2:60], predict the reaction product. The product is: [CH:1]1([N:7]2[CH2:13][C:12]([F:15])([F:14])[C:11](=[O:16])[N:10]([CH3:17])[C:9]3[CH:18]=[N:19][C:20]([NH:22][C:23]4[CH:31]=[CH:30][C:26]([C:27]([NH:60][N:59]([CH3:61])[CH3:58])=[O:29])=[CH:25][C:24]=4[O:32][CH3:33])=[N:21][C:8]2=3)[CH2:6][CH2:5][CH2:4][CH2:3][CH2:2]1.